From a dataset of Forward reaction prediction with 1.9M reactions from USPTO patents (1976-2016). Predict the product of the given reaction. (1) The product is: [CH2:1]([N:8]1[CH2:13][CH2:12][CH:11]([C:14]([O:16][CH3:17])=[O:15])[CH:10]([OH:19])[CH2:9]1)[C:2]1[CH:3]=[CH:4][CH:5]=[CH:6][CH:7]=1. Given the reactants [CH2:1]([N:8]1[CH2:13][CH2:12][CH:11]([C:14]([O:16][CH2:17]C)=[O:15])[C:10](=[O:19])[CH2:9]1)[C:2]1[CH:7]=[CH:6][CH:5]=[CH:4][CH:3]=1.[BH4-].[Na+], predict the reaction product. (2) Given the reactants [N:1]([CH2:4][CH2:5][C@H:6]1[CH2:10][O:9][C:8]([CH3:12])([CH3:11])[O:7]1)=[N+]=[N-], predict the reaction product. The product is: [CH3:11][C:8]1([CH3:12])[O:7][C@@H:6]([CH2:5][CH2:4][NH2:1])[CH2:10][O:9]1. (3) Given the reactants [CH3:1][C:2]1[C:10]([N+:11]([O-:13])=[O:12])=[CH:9][C:8]([C:14]([F:17])([F:16])[F:15])=[CH:7][C:3]=1[C:4]([OH:6])=[O:5].[CH3:18]N(C=O)C.IC.C(=O)([O-])[O-].[Na+].[Na+], predict the reaction product. The product is: [CH3:1][C:2]1[C:10]([N+:11]([O-:13])=[O:12])=[CH:9][C:8]([C:14]([F:15])([F:16])[F:17])=[CH:7][C:3]=1[C:4]([O:6][CH3:18])=[O:5]. (4) Given the reactants [C:1]([NH:11][CH2:12][CH2:13][CH2:14][CH2:15][C:16]1[CH:21]=[CH:20][C:19]([OH:22])=[CH:18][CH:17]=1)([O:3][CH2:4][C:5]1[CH:10]=[CH:9][CH:8]=[CH:7][CH:6]=1)=[O:2].[H-].[Na+].[CH3:25][O:26][CH2:27][CH2:28]Br, predict the reaction product. The product is: [C:1]([NH:11][CH2:12][CH2:13][CH2:14][CH2:15][C:16]1[CH:21]=[CH:20][C:19]([O:22][CH2:28][CH2:27][O:26][CH3:25])=[CH:18][CH:17]=1)([O:3][CH2:4][C:5]1[CH:6]=[CH:7][CH:8]=[CH:9][CH:10]=1)=[O:2]. (5) Given the reactants [CH3:1][CH2:2][O:3][C:4]([C:6]1[C@H:11]([C:12]2[C:17]([Cl:18])=[CH:16][CH:15]=[CH:14][CH:13]=2)[C:10]([C:19]([O:21][CH3:22])=[O:20])=[C:9]([CH3:23])[NH:8][C:7]=1[CH2:24][O:25][CH2:26][CH2:27][NH2:28])=[O:5].CCOC(C1C(C2C=CC=CC=2Cl)C(C(OC)=O)=C(C)NC=1COCCN)=O.[CH3:57][CH2:58][O:59][C:60]([C@@H:62]([NH:71][C@H:72]([C:74]([N:76]1[C@H:83]([C:84]([OH:86])=[O:85])[CH2:82][C@H:81]2[C@@H:77]1[CH2:78][CH2:79][CH2:80]2)=[O:75])[CH3:73])[CH2:63][CH2:64][C:65]1[CH:66]=[CH:67][CH:68]=[CH:69][CH:70]=1)=[O:61], predict the reaction product. The product is: [CH3:57][CH2:58][O:59][C:60]([C@@H:62]([NH:71][C@H:72]([C:74]([N:76]1[C@H:83]([C:84]([OH:86])=[O:85])[CH2:82][C@H:81]2[C@@H:77]1[CH2:78][CH2:79][CH2:80]2)=[O:75])[CH3:73])[CH2:63][CH2:64][C:65]1[CH:70]=[CH:69][CH:68]=[CH:67][CH:66]=1)=[O:61].[CH3:1][CH2:2][O:3][C:4]([C:6]1[CH:11]([C:12]2[CH:13]=[CH:14][CH:15]=[CH:16][C:17]=2[Cl:18])[C:10]([C:19]([O:21][CH3:22])=[O:20])=[C:9]([CH3:23])[NH:8][C:7]=1[CH2:24][O:25][CH2:26][CH2:27][NH2:28])=[O:5]. (6) Given the reactants [CH3:1][C:2]1[C:6]([C:7]([OH:9])=O)=[CH:5][NH:4][N:3]=1.[CH:10]1([NH2:13])[CH2:12][CH2:11]1, predict the reaction product. The product is: [CH:10]1([NH:13][C:7]([C:6]2[C:2]([CH3:1])=[N:3][NH:4][CH:5]=2)=[O:9])[CH2:12][CH2:11]1. (7) Given the reactants [N:1]1[N:5]2[CH2:6][CH2:7][NH:8][CH2:9][C:4]2=[CH:3][N:2]=1.CCN(C(C)C)C(C)C.[CH3:19][C:20]([O:23][C:24](O[C:24]([O:23][C:20]([CH3:22])([CH3:21])[CH3:19])=[O:25])=[O:25])([CH3:22])[CH3:21], predict the reaction product. The product is: [N:1]1[N:5]2[CH2:6][CH2:7][N:8]([C:24]([O:23][C:20]([CH3:22])([CH3:21])[CH3:19])=[O:25])[CH2:9][C:4]2=[CH:3][N:2]=1.